This data is from Full USPTO retrosynthesis dataset with 1.9M reactions from patents (1976-2016). The task is: Predict the reactants needed to synthesize the given product. (1) Given the product [C:1]([O:5][C:6]([N:8]1[CH2:9][CH2:10][CH:11]([CH2:14][CH2:15][CH2:16][CH2:17][C:18]([CH:39]2[CH2:40][CH2:41][CH2:42][CH2:37]2)=[O:19])[CH2:12][CH2:13]1)=[O:7])([CH3:2])([CH3:3])[CH3:4], predict the reactants needed to synthesize it. The reactants are: [C:1]([O:5][C:6]([N:8]1[CH2:13][CH2:12][CH:11]([CH2:14][CH2:15][CH2:16][CH2:17][C:18](SC2C=CC=CN=2)=[O:19])[CH2:10][CH2:9]1)=[O:7])([CH3:4])([CH3:3])[CH3:2].N1C=CC=CC=1SC(=O)CC[CH:37]1[CH2:42][CH2:41][CH2:40][CH2:39]C1. (2) Given the product [O:1]1[C:10]2[C:5](=[CH:6][CH:7]=[CH:8][CH:9]=2)[CH2:4][CH2:3][CH:2]1[C:11]([N:39]1[CH2:38][CH2:37][N:36]([C:31]2[CH:32]=[CH:33][CH:34]=[CH:35][C:30]=2[CH2:29][O:28][CH3:27])[CH2:41][CH2:40]1)=[O:12], predict the reactants needed to synthesize it. The reactants are: [O:1]1[C:10]2[C:5](=[CH:6][CH:7]=[CH:8][CH:9]=2)[CH2:4][CH2:3][CH:2]1[C:11](Cl)=[O:12].O1C2C(=CC=CC=2)CCC1C(O)=O.[CH3:27][O:28][CH2:29][C:30]1[CH:35]=[CH:34][CH:33]=[CH:32][C:31]=1[N:36]1[CH2:41][CH2:40][NH:39][CH2:38][CH2:37]1.C(N(CC)CC)C. (3) The reactants are: [OH:1][CH2:2][C@@H:3]1[C@@H:7]([O:8][Si](C(C)C)(C(C)C)C(C)C)[CH2:6][C@H:5]([NH:19][C:20]2[C:25]([C:26]([C:28]3[S:29][CH:30]=[C:31]([CH2:33][O:34][CH3:35])[CH:32]=3)=[O:27])=[CH:24][N:23]=[CH:22][N:21]=2)[CH2:4]1.C(N(CC)CC)C.Cl[S:44]([NH2:47])(=[O:46])=[O:45].Cl.O. Given the product [S:44](=[O:46])(=[O:45])([O:1][CH2:2][C@H:3]1[CH2:4][C@@H:5]([NH:19][C:20]2[C:25]([C:26]([C:28]3[S:29][CH:30]=[C:31]([CH2:33][O:34][CH3:35])[CH:32]=3)=[O:27])=[CH:24][N:23]=[CH:22][N:21]=2)[CH2:6][C@@H:7]1[OH:8])[NH2:47], predict the reactants needed to synthesize it. (4) Given the product [C:13]([CH2:12][NH:11][C:10]([C:6]1[NH:5][C:4]2[C:3]([Cl:25])=[C:2]([Cl:1])[S:9][C:8]=2[CH:7]=1)=[O:24])(=[O:14])[C:18]1[CH:23]=[CH:22][CH:21]=[CH:20][CH:19]=1, predict the reactants needed to synthesize it. The reactants are: [Cl:1][C:2]1[S:9][C:8]2[CH:7]=[C:6]([C:10](=[O:24])[NH:11][CH2:12][C:13]3([C:18]4[CH:23]=[CH:22][CH:21]=[CH:20][CH:19]=4)OCC[O:14]3)[NH:5][C:4]=2[C:3]=1[Cl:25].Cl. (5) Given the product [N:1]1[C:30]([CH2:29][OH:28])=[N:12][N:3]2[C:2]=1[C:11]1[N:10]=[CH:9][CH:8]=[CH:7][C:6]=1[CH:5]=[CH:4]2, predict the reactants needed to synthesize it. The reactants are: [NH:1]=[C:2]1[C:11]2[N:10]=[CH:9][CH:8]=[CH:7][C:6]=2[CH:5]=[CH:4][N:3]1[NH2:12].CC1C=C(C)C=C(C)C=1S([O-])(=O)=O.[OH-].[Na+].[OH:28][CH2:29][C:30](OC)=O.